Dataset: hERG potassium channel inhibition data for cardiac toxicity prediction from Karim et al.. Task: Regression/Classification. Given a drug SMILES string, predict its toxicity properties. Task type varies by dataset: regression for continuous values (e.g., LD50, hERG inhibition percentage) or binary classification for toxic/non-toxic outcomes (e.g., AMES mutagenicity, cardiotoxicity, hepatotoxicity). Dataset: herg_karim. (1) The molecule is CN1CC=CCC(c2cc3ccccc3o2)C1. The result is 0 (non-blocker). (2) The compound is COc1cccc([C@]2(O)CC[C@H](N3CC(NC(=O)CNc4ncnc5ccc(C(F)(F)F)cc45)C3)CC2)n1. The result is 0 (non-blocker). (3) The compound is C[C@@H](O[C@H]1CCc2n[nH]c(=O)n2C[C@@H]1c1ccc(F)cc1)c1cc(C(F)(F)F)cc(C(F)(F)F)c1. The result is 1 (blocker). (4) The molecule is CO[C@H]1CC[C@H](Nc2ccc3ncc(-c4cccc(OC(F)(F)F)c4)n3n2)CC1. The result is 0 (non-blocker). (5) The drug is CCC1C2CC3C4N(C)c5ccccc5C45CC(C2C5O)N3C1O. The result is 1 (blocker).